This data is from Catalyst prediction with 721,799 reactions and 888 catalyst types from USPTO. The task is: Predict which catalyst facilitates the given reaction. (1) Reactant: Br[C:2]1[N:24]=[C:5]2[N:6]=[C:7]([C:16]3[CH:23]=[CH:22][C:19]([CH:20]=[O:21])=[CH:18][CH:17]=3)[C:8]([C:10]3[CH:15]=[CH:14][CH:13]=[CH:12][CH:11]=3)=[CH:9][N:4]2[N:3]=1.[CH3:25][NH:26][CH3:27]. Product: [CH3:25][N:26]([CH3:27])[C:2]1[N:24]=[C:5]2[N:6]=[C:7]([C:16]3[CH:23]=[CH:22][C:19]([CH:20]=[O:21])=[CH:18][CH:17]=3)[C:8]([C:10]3[CH:15]=[CH:14][CH:13]=[CH:12][CH:11]=3)=[CH:9][N:4]2[N:3]=1. The catalyst class is: 3. (2) Reactant: [CH3:1][O:2][C:3]1[CH:4]=[N:5][C:6]([C:9](OC)=[O:10])=[N:7][CH:8]=1.[BH4-].[Na+]. Product: [CH3:1][O:2][C:3]1[CH:4]=[N:5][C:6]([CH2:9][OH:10])=[N:7][CH:8]=1. The catalyst class is: 14. (3) Reactant: C([Sn](CCCC)(CCCC)[C:6]1[N:7]=[N:8][N:9]([CH2:11][C:12]2[CH:17]=[C:16]([Cl:18])[C:15]([Cl:19])=[C:14]([Cl:20])[CH:13]=2)[CH:10]=1)CCC.[I:29]I. Product: [I:29][C:6]1[N:7]=[N:8][N:9]([CH2:11][C:12]2[CH:17]=[C:16]([Cl:18])[C:15]([Cl:19])=[C:14]([Cl:20])[CH:13]=2)[CH:10]=1. The catalyst class is: 1. (4) Reactant: [C:1]([CH2:4][CH2:5][C:6]1[C:7]([CH3:13])=[C:8]([CH:11]=O)[NH:9][CH:10]=1)([OH:3])=[O:2].[OH:14][C:15]1[CH:23]=[C:22]2[C:18]([CH2:19][C:20](=[O:24])[NH:21]2)=[CH:17][CH:16]=1.N1CCCCC1. The catalyst class is: 8. Product: [OH:14][C:15]1[CH:23]=[C:22]2[C:18]([C:19](=[CH:11][C:8]3[NH:9][CH:10]=[C:6]([CH2:5][CH2:4][C:1]([OH:3])=[O:2])[C:7]=3[CH3:13])[C:20](=[O:24])[NH:21]2)=[CH:17][CH:16]=1. (5) Reactant: [Cl:1][C:2]1[CH:3]=[C:4](I)[C:5]([NH2:8])=[N:6][CH:7]=1.[CH3:10][S:11][C:12]1[CH:17]=[CH:16][CH:15]=[CH:14][C:13]=1B(O)O.C(=O)([O-])[O-].[K+].[K+].C1(C)C=CC=CC=1. Product: [Cl:1][C:2]1[CH:3]=[C:4]([C:13]2[CH:14]=[CH:15][CH:16]=[CH:17][C:12]=2[S:11][CH3:10])[C:5]([NH2:8])=[N:6][CH:7]=1. The catalyst class is: 6. (6) The catalyst class is: 20. Product: [C:1]([C:7]1[C:11]2[CH:12]=[CH:13][CH:14]=[CH:15][C:10]=2[O:9][C:8]=1[C:16]1[CH:17]=[C:18]2[C:23](=[CH:24][CH:25]=1)[CH:22]=[C:21]([O:26][CH:27]([CH2:33][C:34]1[CH:35]=[CH:36][CH:37]=[CH:38][CH:39]=1)[C:28]([OH:30])=[O:29])[CH:20]=[CH:19]2)(=[O:6])[CH2:2][CH2:3][CH2:4][CH3:5]. Reactant: [C:1]([C:7]1[C:11]2[CH:12]=[CH:13][CH:14]=[CH:15][C:10]=2[O:9][C:8]=1[C:16]1[CH:17]=[C:18]2[C:23](=[CH:24][CH:25]=1)[CH:22]=[C:21]([O:26][CH:27]([CH2:33][C:34]1[CH:39]=[CH:38][CH:37]=[CH:36][CH:35]=1)[C:28]([O:30]CC)=[O:29])[CH:20]=[CH:19]2)(=[O:6])[CH2:2][CH2:3][CH2:4][CH3:5].[OH-].[K+]. (7) Reactant: [NH2:1][C:2]1[C:10]2[C:5](=[CH:6][C:7](Br)=[CH:8][CH:9]=2)[N:4]([C:12]([O:14][C:15]([CH3:18])([CH3:17])[CH3:16])=[O:13])[N:3]=1.CC1(C)C(C)(C)OB([C:27]2[CH:32]=[CH:31][C:30]([C:33]3[NH:37][C:36]([C@@H:38]4[CH2:42][CH2:41][CH2:40][N:39]4[C:43]([O:45][C:46]([CH3:49])([CH3:48])[CH3:47])=[O:44])=[N:35][CH:34]=3)=[CH:29][CH:28]=2)O1.C([O-])(O)=O.[Na+]. Product: [NH2:1][C:2]1[C:10]2[C:5](=[CH:6][C:7]([C:27]3[CH:28]=[CH:29][C:30]([C:33]4[NH:37][C:36]([C@@H:38]5[CH2:42][CH2:41][CH2:40][N:39]5[C:43]([O:45][C:46]([CH3:49])([CH3:48])[CH3:47])=[O:44])=[N:35][CH:34]=4)=[CH:31][CH:32]=3)=[CH:8][CH:9]=2)[N:4]([C:12]([O:14][C:15]([CH3:18])([CH3:17])[CH3:16])=[O:13])[N:3]=1. The catalyst class is: 73. (8) Reactant: [CH2:1]([O:4][C:5]1[CH:10]=[CH:9][CH:8]=[CH:7][C:6]=1[C:11]1[NH:16][C:15](=[O:17])[C:14]2=[C:18]([CH3:26])[N:19]=[C:20]([CH:21]3[CH2:25][CH2:24][CH2:23][CH2:22]3)[N:13]2[N:12]=1)[CH2:2][CH3:3].[N+:27]([O-])([OH:29])=[O:28]. Product: [N+:27]([C:8]1[CH:9]=[CH:10][C:5]([O:4][CH2:1][CH2:2][CH3:3])=[C:6]([C:11]2[NH:16][C:15](=[O:17])[C:14]3=[C:18]([CH3:26])[N:19]=[C:20]([CH:21]4[CH2:25][CH2:24][CH2:23][CH2:22]4)[N:13]3[N:12]=2)[CH:7]=1)([O-:29])=[O:28]. The catalyst class is: 55. (9) Reactant: C[O:2][C:3]([C:5]1[CH:6]=[C:7]2[C:11](=[CH:12][CH:13]=1)[NH:10][C:9](=[O:14])[CH:8]2SC)=[O:4]. Product: [O:14]=[C:9]1[CH2:8][C:7]2[C:11](=[CH:12][CH:13]=[C:5]([C:3]([OH:4])=[O:2])[CH:6]=2)[NH:10]1. The catalyst class is: 183. (10) Reactant: Br[C:2]1[N:7]=[C:6]([NH:8]C(C2ON=C(C(C)(C)C)C=2)=O)[C:5]([N+:20]([O-:22])=[O:21])=[CH:4][CH:3]=1.[F:23][C:24]([F:35])([F:34])[C:25]1[CH:30]=[CH:29][CH:28]=[CH:27][C:26]=1B(O)O.C(=O)([O-])[O-].[Cs+].[Cs+].C(Cl)Cl. Product: [F:23][C:24]([F:35])([F:34])[C:25]1[CH:30]=[CH:29][CH:28]=[CH:27][C:26]=1[C:2]1[N:7]=[C:6]([NH2:8])[C:5]([N+:20]([O-:22])=[O:21])=[CH:4][CH:3]=1. The catalyst class is: 149.